Dataset: Full USPTO retrosynthesis dataset with 1.9M reactions from patents (1976-2016). Task: Predict the reactants needed to synthesize the given product. Given the product [F:1][C:2]1[CH:3]=[CH:4][C:5]([S:8]([C:9]2[S:10][CH:11]=[CH:12][CH:13]=2)(=[O:19])=[O:16])=[CH:6][CH:7]=1, predict the reactants needed to synthesize it. The reactants are: [F:1][C:2]1[CH:7]=[CH:6][C:5]([S:8][C:9]2[S:10][CH:11]=[CH:12][CH:13]=2)=[CH:4][CH:3]=1.OO.[OH2:16].C(O)(=[O:19])C.